From a dataset of CYP3A4 inhibition data for predicting drug metabolism from PubChem BioAssay. Regression/Classification. Given a drug SMILES string, predict its absorption, distribution, metabolism, or excretion properties. Task type varies by dataset: regression for continuous measurements (e.g., permeability, clearance, half-life) or binary classification for categorical outcomes (e.g., BBB penetration, CYP inhibition). Dataset: cyp3a4_veith. (1) The compound is COc1ccc(C[C@H](N)C(=O)N[C@H]2[C@@H](CO)O[C@@H](n3cnc4c(N(C)C)ncnc43)[C@H]2O)cc1. The result is 1 (inhibitor). (2) The drug is Cn1cccc1C(=O)N1CCC2(CCN(Cc3ccc(C#N)cc3)CC2)CC1. The result is 0 (non-inhibitor). (3) The result is 1 (inhibitor). The molecule is COc1ccc(C(C(=O)NC2CCCCC2)N2CCC3(CC2)OCCO3)cc1. (4) The result is 0 (non-inhibitor). The compound is CC1=NCCc2c1[nH]c1cc(O)ccc21.Cl.O.O. (5) The molecule is NC(N)=NCc1cccc(I)c1. The result is 0 (non-inhibitor).